Task: Predict the reactants needed to synthesize the given product.. Dataset: Full USPTO retrosynthesis dataset with 1.9M reactions from patents (1976-2016) (1) Given the product [CH:3]([C:7]1[CH:8]=[C:9]([NH:13][C:14](=[O:25])[CH2:15][CH2:16][CH2:17][CH2:18][C:19]2[CH:24]=[CH:23][CH:22]=[CH:21][CH:20]=2)[CH:10]=[CH:11][CH:12]=1)=[O:2], predict the reactants needed to synthesize it. The reactants are: Cl.[O:2]1CCO[CH:3]1[C:7]1[CH:8]=[C:9]([NH:13][C:14](=[O:25])[CH2:15][CH2:16][CH2:17][CH2:18][C:19]2[CH:24]=[CH:23][CH:22]=[CH:21][CH:20]=2)[CH:10]=[CH:11][CH:12]=1. (2) Given the product [NH2:7][C:8]1[N:9]=[C:10]([CH3:32])[C:11]([CH2:15][NH:16][C:17]([C:19]2[N:23]=[C:22]([CH2:24][C:25]3[CH:30]=[CH:29][CH:28]=[CH:27][CH:26]=3)[N:21]([CH3:31])[N:20]=2)=[O:18])=[C:12]([CH3:14])[CH:13]=1, predict the reactants needed to synthesize it. The reactants are: C(OC(=O)[NH:7][C:8]1[CH:13]=[C:12]([CH3:14])[C:11]([CH2:15][NH:16][C:17]([C:19]2[N:23]=[C:22]([CH2:24][C:25]3[CH:30]=[CH:29][CH:28]=[CH:27][CH:26]=3)[N:21]([CH3:31])[N:20]=2)=[O:18])=[C:10]([CH3:32])[N:9]=1)(C)(C)C. (3) The reactants are: [F:1][C:2]1[CH:3]=[CH:4][C:5]([OH:11])=[C:6]([C:8](=[O:10])[CH3:9])[CH:7]=1.[CH2:12](Br)[CH3:13].C(=O)([O-])[O-].[K+].[K+]. Given the product [CH2:12]([O:11][C:5]1[CH:4]=[CH:3][C:2]([F:1])=[CH:7][C:6]=1[C:8](=[O:10])[CH3:9])[CH3:13], predict the reactants needed to synthesize it. (4) Given the product [C:12]1([C:7]([C:1]2[CH:2]=[CH:3][CH:4]=[CH:5][CH:6]=2)([CH3:11])[C:8]([NH:24][CH2:23][C:19]2[S:18][CH:22]=[CH:21][CH:20]=2)=[O:10])[CH:17]=[CH:16][CH:15]=[CH:14][CH:13]=1, predict the reactants needed to synthesize it. The reactants are: [C:1]1([C:7]([C:12]2[CH:17]=[CH:16][CH:15]=[CH:14][CH:13]=2)([CH3:11])[C:8]([OH:10])=O)[CH:6]=[CH:5][CH:4]=[CH:3][CH:2]=1.[S:18]1[CH:22]=[CH:21][CH:20]=[C:19]1[CH2:23][NH2:24].C(N(CC)CC)C.CCN=C=NCCCN(C)C. (5) Given the product [N+:22]([C:19]1[CH:20]=[CH:21][C:16]([O:15][C@@H:45]2[CH2:49][CH2:48][C@@H:47]([C:50]([O:52][CH3:53])=[O:51])[CH2:46]2)=[N:17][CH:18]=1)([O-:24])=[O:23], predict the reactants needed to synthesize it. The reactants are: N(C(OC(C)C)=O)=NC(OC(C)C)=O.[OH:15][C:16]1[CH:21]=[CH:20][C:19]([N+:22]([O-:24])=[O:23])=[CH:18][N:17]=1.C1(P(C2C=CC=CC=2)C2C=CC=CC=2)C=CC=CC=1.O[C@H:45]1[CH2:49][CH2:48][C@@H:47]([C:50]([O:52][CH3:53])=[O:51])[CH2:46]1. (6) Given the product [NH2:9][CH2:8][C:7]1[C:2](=[O:1])[NH:3][N:4]=[CH:5][CH:6]=1, predict the reactants needed to synthesize it. The reactants are: [O:1]=[C:2]1[C:7]([CH2:8][N:9]2C(=O)C3C(=CC=CC=3)C2=O)=[CH:6][CH:5]=[N:4][NH:3]1.O.NN. (7) Given the product [C:14]([C:16]1[CH:17]=[CH:18][C:19]([S:22]([NH:1][CH2:2][CH:3]([CH3:13])[CH2:4][NH:5][C:6](=[O:12])[O:7][C:8]([CH3:9])([CH3:11])[CH3:10])(=[O:24])=[O:23])=[CH:20][CH:21]=1)#[N:15], predict the reactants needed to synthesize it. The reactants are: [NH2:1][CH2:2][CH:3]([CH3:13])[CH2:4][NH:5][C:6](=[O:12])[O:7][C:8]([CH3:11])([CH3:10])[CH3:9].[C:14]([C:16]1[CH:21]=[CH:20][C:19]([S:22](Cl)(=[O:24])=[O:23])=[CH:18][CH:17]=1)#[N:15].O. (8) Given the product [C:56]([O:55][C:53]([NH:24][C@@H:25]([CH2:38][C:39]([O:41][CH2:42][CH:43]=[CH2:44])=[O:40])[C:26]([O:28][C:29]([C:2]1[CH:3]=[CH:4][CH:5]=[CH:6][CH:60]=1)([CH3:30])[CH3:31])=[O:27])=[O:54])([CH3:57])([CH3:58])[CH3:59], predict the reactants needed to synthesize it. The reactants are: N1[CH2:6][CH2:5][CH2:4][CH2:3][CH2:2]1.C1C2C(COC([NH:24][C@@H:25]([CH2:38][C:39]([O:41][CH2:42][CH:43]=[CH2:44])=[O:40])[C:26]([O:28][C:29](C3C=CC=CC=3)([CH3:31])[CH3:30])=[O:27])=O)C3C(=CC=CC=3)C=2C=CC=1.[C:53](O[C:53]([O:55][C:56]([CH3:59])([CH3:58])[CH3:57])=[O:54])([O:55][C:56]([CH3:59])([CH3:58])[CH3:57])=[O:54].[CH2:60](N(CC)CC)C. (9) Given the product [Br:14][CH2:2][CH2:1][C:3]1([CH2:6][C:7]([O:9][CH2:10][CH3:11])=[O:8])[CH2:5][CH2:4]1, predict the reactants needed to synthesize it. The reactants are: [CH:1]([C:3]1([CH2:6][C:7]([O:9][CH2:10][CH3:11])=[O:8])[CH2:5][CH2:4]1)=[CH2:2].CO.[Br:14]Br.C[O-].[Na+].C(=O)(O)[O-].[Na+].